This data is from NCI-60 drug combinations with 297,098 pairs across 59 cell lines. The task is: Regression. Given two drug SMILES strings and cell line genomic features, predict the synergy score measuring deviation from expected non-interaction effect. Drug 1: C1=CN(C(=O)N=C1N)C2C(C(C(O2)CO)O)O.Cl. Drug 2: COCCOC1=C(C=C2C(=C1)C(=NC=N2)NC3=CC=CC(=C3)C#C)OCCOC.Cl. Cell line: SF-295. Synergy scores: CSS=11.0, Synergy_ZIP=-4.47, Synergy_Bliss=-1.34, Synergy_Loewe=-2.65, Synergy_HSA=-2.61.